From a dataset of Forward reaction prediction with 1.9M reactions from USPTO patents (1976-2016). Predict the product of the given reaction. (1) Given the reactants [C:1]([O:5][C:6]([NH:8][NH2:9])=[O:7])([CH3:4])([CH3:3])[CH3:2].[O:10]1[CH2:14][CH2:13][C:12](=O)[CH2:11]1, predict the reaction product. The product is: [O:10]1[CH2:14][CH2:13]/[C:12](=[N:9]\[NH:8][C:6]([O:5][C:1]([CH3:4])([CH3:3])[CH3:2])=[O:7])/[CH2:11]1. (2) The product is: [ClH:28].[NH2:24][CH2:23][CH:10]1[C:11]2[C:16](=[C:15]([C:19]([F:21])([F:20])[F:22])[CH:14]=[CH:13][CH:12]=2)[C:17](=[O:18])[N:9]1[CH:7]([CH3:8])[C:6]([OH:25])=[O:5]. Given the reactants C([O:5][C:6](=[O:25])[CH:7]([N:9]1[C:17](=[O:18])[C:16]2[C:11](=[CH:12][CH:13]=[CH:14][C:15]=2[C:19]([F:22])([F:21])[F:20])[CH:10]1[C:23]#[N:24])[CH3:8])(C)(C)C.[H][H].[ClH:28], predict the reaction product. (3) Given the reactants [O:1]=[C:2]1[N:7]([C:8]2[CH:13]=[CH:12][CH:11]=[CH:10][CH:9]=2)[N:6]=[C:5]([C:14](OC)=[O:15])[C:4]([O:18][C:19]2[CH:24]=[CH:23][CH:22]=[CH:21][CH:20]=2)=[CH:3]1.[NH3:25], predict the reaction product. The product is: [O:1]=[C:2]1[N:7]([C:8]2[CH:13]=[CH:12][CH:11]=[CH:10][CH:9]=2)[N:6]=[C:5]([C:14]([NH2:25])=[O:15])[C:4]([O:18][C:19]2[CH:24]=[CH:23][CH:22]=[CH:21][CH:20]=2)=[CH:3]1. (4) Given the reactants [CH3:1][C:2]1[C:10]2[C:9]([CH2:11][N:12]3[C:16]4[CH:17]=[CH:18][CH:19]=[CH:20][C:15]=4[N:14]([CH2:21][CH2:22][C:23](O)=[O:24])[C:13]3=[O:26])=[CH:8][S:7][C:6]=2[CH:5]=[CH:4][CH:3]=1.C(N1C=CN=C1)(N1C=CN=C1)=O.[C:39]1([S:45]([NH2:48])(=[O:47])=[O:46])[CH:44]=[CH:43][CH:42]=[CH:41][CH:40]=1.N12CCCN=C1CCCCC2.Cl, predict the reaction product. The product is: [CH3:1][C:2]1[C:10]2[C:9]([CH2:11][N:12]3[C:16]4[CH:17]=[CH:18][CH:19]=[CH:20][C:15]=4[N:14]([CH2:21][CH2:22][C:23]([NH:48][S:45]([C:39]4[CH:44]=[CH:43][CH:42]=[CH:41][CH:40]=4)(=[O:47])=[O:46])=[O:24])[C:13]3=[O:26])=[CH:8][S:7][C:6]=2[CH:5]=[CH:4][CH:3]=1. (5) Given the reactants C([N:8]1[CH2:12][C@@H:11]2[CH2:13][N:14]([C:16]([O:18][C:19]([CH3:22])([CH3:21])[CH3:20])=[O:17])[CH2:15][C@@H:10]2[CH2:9]1)C1C=CC=CC=1, predict the reaction product. The product is: [CH2:13]1[C@@H:11]2[CH2:12][NH:8][CH2:9][C@@H:10]2[CH2:15][N:14]1[C:16]([O:18][C:19]([CH3:22])([CH3:21])[CH3:20])=[O:17]. (6) Given the reactants Cl.Cl.[N:3]1([CH2:9][CH2:10][CH2:11][CH2:12][N:13]2[C:21](=[O:22])[C:20]3[C:15](=[CH:16][CH:17]=[CH:18][CH:19]=3)[C:14]2=[O:23])[CH2:8][CH2:7][NH:6][CH2:5][CH2:4]1.[C:24](=O)([O-])[O-].[K+].[K+].I[CH:31]([CH2:35][CH3:36])[C:32]([O-:34])=[O:33], predict the reaction product. The product is: [CH3:24][O:34][C:32](=[O:33])[CH2:31][CH2:35][CH2:36][N:6]1[CH2:7][CH2:8][N:3]([CH2:9][CH2:10][CH2:11][CH2:12][N:13]2[C:21](=[O:22])[C:20]3[C:15](=[CH:16][CH:17]=[CH:18][CH:19]=3)[C:14]2=[O:23])[CH2:4][CH2:5]1. (7) Given the reactants Cl.[NH2:2][C:3]1[N:8]=[C:7]([NH:9][CH2:10][CH2:11][CH2:12][CH3:13])[C:6]([CH2:14][C:15]2[CH:16]=[C:17]([CH2:23][C:24]([OH:26])=[O:25])[CH:18]=[CH:19][C:20]=2[O:21][CH3:22])=[C:5]([CH3:27])[N:4]=1.O1CCOC[CH2:29]1, predict the reaction product. The product is: [NH2:2][C:3]1[N:8]=[C:7]([NH:9][CH2:10][CH2:11][CH2:12][CH3:13])[C:6]([CH2:14][C:15]2[CH:16]=[C:17]([CH2:23][C:24]([O:26][CH3:29])=[O:25])[CH:18]=[CH:19][C:20]=2[O:21][CH3:22])=[C:5]([CH3:27])[N:4]=1. (8) Given the reactants C(OC([N:11]1[CH2:16][CH2:15][N:14]([CH2:17][CH2:18][CH2:19][N:20]2[CH2:27][CH2:26][C:23]3([CH2:25][CH2:24]3)[C@H:22]([OH:28])[CH2:21]2)[C:13](=[O:29])[C@@H:12]1[CH3:30])=O)C1C=CC=CC=1, predict the reaction product. The product is: [OH:28][C@@H:22]1[CH2:21][N:20]([CH2:19][CH2:18][CH2:17][N:14]2[CH2:15][CH2:16][NH:11][C@@H:12]([CH3:30])[C:13]2=[O:29])[CH2:27][CH2:26][C:23]21[CH2:24][CH2:25]2. (9) Given the reactants [CH2:1]([C:3]1[N:8]=[C:7]([C:9]([NH2:11])=[O:10])[C:6]([NH:12][C:13]2[CH:18]=[CH:17][C:16]([CH:19]3[CH2:24][CH2:23][N:22]([CH3:25])[CH2:21][CH2:20]3)=[CH:15][CH:14]=2)=[N:5][C:4]=1[O:26][C:27]1[CH:32]=[CH:31][CH:30]=[C:29]([N+:33]([O-])=O)[CH:28]=1)[CH3:2].[Cl-].[NH4+].C(=O)([O-])O.[Na+], predict the reaction product. The product is: [NH2:33][C:29]1[CH:28]=[C:27]([CH:32]=[CH:31][CH:30]=1)[O:26][C:4]1[N:5]=[C:6]([NH:12][C:13]2[CH:18]=[CH:17][C:16]([CH:19]3[CH2:24][CH2:23][N:22]([CH3:25])[CH2:21][CH2:20]3)=[CH:15][CH:14]=2)[C:7]([C:9]([NH2:11])=[O:10])=[N:8][C:3]=1[CH2:1][CH3:2].